This data is from Catalyst prediction with 721,799 reactions and 888 catalyst types from USPTO. The task is: Predict which catalyst facilitates the given reaction. Reactant: [CH2:1]([NH:8][CH:9]([CH3:11])[CH3:10])[C:2]1[CH:7]=[CH:6][CH:5]=[CH:4][CH:3]=1.[CH:12]([CH:14]=[CH2:15])=[O:13].N12CCCN=C1CCCCC2. Product: [CH2:1]([N:8]([CH:9]([CH3:11])[CH3:10])[CH2:15][CH2:14][CH:12]=[O:13])[C:2]1[CH:7]=[CH:6][CH:5]=[CH:4][CH:3]=1. The catalyst class is: 7.